From a dataset of Reaction yield outcomes from USPTO patents with 853,638 reactions. Predict the reaction yield, written as a fraction of the theoretical maximum amount of product (1.0 means a 100% yield; for example, 0.34 means a 34% yield). (1) The reactants are [CH3:1][O:2][C:3]1[CH:4]=[C:5]([OH:17])[CH:6]=[C:7]([CH3:16])[C:8]=1[CH2:9][N:10]1[CH2:15][CH2:14][CH2:13][CH2:12][CH2:11]1.N1C=CC=CC=1.[F:24][C:25]([F:31])([F:30])[S:26](Cl)(=[O:28])=[O:27]. The catalyst is C(Cl)Cl. The product is [CH3:1][O:2][C:3]1[CH:4]=[C:5]([O:17][S:26]([C:25]([F:31])([F:30])[F:24])(=[O:28])=[O:27])[CH:6]=[C:7]([CH3:16])[C:8]=1[CH2:9][N:10]1[CH2:15][CH2:14][CH2:13][CH2:12][CH2:11]1. The yield is 0.580. (2) The reactants are C(OC([NH:11][CH:12]1[N:18]=[C:17]([C:19]2[CH:24]=[CH:23][CH:22]=[CH:21][CH:20]=2)[C:16]2[CH:25]=[CH:26][CH:27]=[CH:28][C:15]=2[N:14]([CH2:29][CH2:30][CH2:31][C:32]([F:35])([F:34])[F:33])[C:13]1=[O:36])=O)C1C=CC=CC=1. The catalyst is C(Cl)Cl. The product is [NH2:11][CH:12]1[N:18]=[C:17]([C:19]2[CH:20]=[CH:21][CH:22]=[CH:23][CH:24]=2)[C:16]2[CH:25]=[CH:26][CH:27]=[CH:28][C:15]=2[N:14]([CH2:29][CH2:30][CH2:31][C:32]([F:34])([F:33])[F:35])[C:13]1=[O:36]. The yield is 1.00. (3) The product is [CH3:1][N:2]1[CH2:8][CH2:7][CH2:6][N:5]([C:24](=[O:40])[CH2:25][CH2:26][CH2:27][CH2:28][CH2:29][CH2:30][CH2:31][CH2:32][CH2:33][CH2:34][CH2:35][CH2:36][CH2:37][CH2:38][CH3:39])[CH2:4][CH2:3]1. The yield is 0.924. The catalyst is CN(C)C1C=CN=CC=1.C(Cl)(Cl)Cl. The reactants are [CH3:1][N:2]1[CH2:8][CH2:7][CH2:6][NH:5][CH2:4][CH2:3]1.Cl.C(N=C=NCCCN(C)C)C.C(Cl)Cl.[C:24](O)(=[O:40])[CH2:25][CH2:26][CH2:27][CH2:28][CH2:29][CH2:30][CH2:31][CH2:32][CH2:33][CH2:34][CH2:35][CH2:36][CH2:37][CH2:38][CH3:39]. (4) The catalyst is C1C=CC(/C=C/C(/C=C/C2C=CC=CC=2)=O)=CC=1.C1C=CC(/C=C/C(/C=C/C2C=CC=CC=2)=O)=CC=1.C1C=CC(/C=C/C(/C=C/C2C=CC=CC=2)=O)=CC=1.[Pd].[Pd].O1CCOCC1.O. The reactants are [C:1]([C:5]1[CH:6]=[C:7]2[C:12](=[C:13]([F:15])[CH:14]=1)[C:11](=[O:16])[N:10]([C:17]1[N:24]=[CH:23][CH:22]=[C:21](Cl)[C:18]=1[CH:19]=[O:20])[N:9]=[CH:8]2)([CH3:4])([CH3:3])[CH3:2].[N:26]1[N:34]2[C:29]([CH2:30][O:31][CH2:32][CH2:33]2)=[CH:28][C:27]=1[NH:35][C:36]1[C:37](=[O:52])[N:38]([CH3:51])[CH:39]=[C:40](B2OC(C)(C)C(C)(C)O2)[CH:41]=1.P(C1CCCCC1)(C1CCCCC1)C1CCCCC1.C([O-])([O-])=O.[Cs+].[Cs+]. The yield is 0.800. The product is [C:1]([C:5]1[CH:6]=[C:7]2[C:12](=[C:13]([F:15])[CH:14]=1)[C:11](=[O:16])[N:10]([C:17]1[N:24]=[CH:23][CH:22]=[C:21]([C:40]3[CH:41]=[C:36]([NH:35][C:27]4[CH:28]=[C:29]5[CH2:30][O:31][CH2:32][CH2:33][N:34]5[N:26]=4)[C:37](=[O:52])[N:38]([CH3:51])[CH:39]=3)[C:18]=1[CH:19]=[O:20])[N:9]=[CH:8]2)([CH3:4])([CH3:3])[CH3:2]. (5) The reactants are [Br:1][C:2]1[CH:7]=[CH:6][C:5]([NH2:8])=[C:4]([CH:9]([CH3:11])[CH3:10])[CH:3]=1.O.[C:13](OC(=O)C)(=[O:15])[CH3:14]. No catalyst specified. The product is [Br:1][C:2]1[CH:7]=[CH:6][C:5]([NH:8][C:13](=[O:15])[CH3:14])=[C:4]([CH:9]([CH3:11])[CH3:10])[CH:3]=1. The yield is 0.830. (6) The catalyst is C(Cl)Cl. The yield is 0.650. The product is [I:1][C:2]1[CH:3]=[C:4]([CH:8]=[CH:9][C:10]=1[O:11][CH3:12])[C:5]([N:28]1[CH2:29][C:30]2[C:35](=[CH:34][CH:33]=[CH:32][CH:31]=2)[CH2:27]1)=[O:7]. The reactants are [I:1][C:2]1[CH:3]=[C:4]([CH:8]=[CH:9][C:10]=1[O:11][CH3:12])[C:5]([OH:7])=O.C1C=CC2N(O)N=NC=2C=1.C(Cl)CCl.[CH2:27]1[C:35]2[C:30](=[CH:31][CH:32]=[CH:33][CH:34]=2)[CH2:29][NH:28]1. (7) The reactants are [ClH:1].[N+:2]([C:5]1[CH:22]=[CH:21][C:8]([CH2:9][CH:10]2[CH2:15][CH2:14][N:13]([CH2:16][CH2:17][CH:18]([OH:20])[CH3:19])[CH2:12][CH2:11]2)=[CH:7][CH:6]=1)([O-])=O. The catalyst is CO.[Pd]. The product is [ClH:1].[NH2:2][C:5]1[CH:22]=[CH:21][C:8]([CH2:9][CH:10]2[CH2:15][CH2:14][N:13]([CH2:16][CH2:17][CH:18]([OH:20])[CH3:19])[CH2:12][CH2:11]2)=[CH:7][CH:6]=1. The yield is 0.800. (8) The reactants are [OH-].[K+].CS(C)=O.[C:7]([O:11][C:12]([NH:14][CH2:15][C@H:16]([C:21]1[CH:26]=[CH:25][C:24]([Cl:27])=[C:23]([F:28])[CH:22]=1)CC(O)=O)=[O:13])([CH3:10])([CH3:9])[CH3:8].I[CH3:30].C[CH2:32][O:33][C:34]([CH3:36])=[O:35]. No catalyst specified. The product is [C:7]([O:11][C:12]([N:14]([CH3:30])[CH2:15][C@H:16]([C:21]1[CH:26]=[CH:25][C:24]([Cl:27])=[C:23]([F:28])[CH:22]=1)[CH2:36][C:34]([O:33][CH3:32])=[O:35])=[O:13])([CH3:8])([CH3:9])[CH3:10]. The yield is 0.599. (9) The reactants are [C:1](Cl)(=[O:4])[CH:2]=[CH2:3].[CH3:6][N:7]([CH3:37])[CH2:8][CH2:9][N:10]([CH3:36])[C:11]1[C:12]([NH2:35])=[CH:13][C:14]([NH:19][C:20]2[N:25]=[C:24]([C:26]3[CH:27]=[N:28][N:29]4[CH:34]=[CH:33][CH:32]=[CH:31][C:30]=34)[CH:23]=[CH:22][N:21]=2)=[C:15]([O:17][CH3:18])[CH:16]=1. The catalyst is C(Cl)Cl.CO.C(Cl)Cl. The product is [CH3:37][N:7]([CH3:6])[CH2:8][CH2:9][N:10]([CH3:36])[C:11]1[CH:16]=[C:15]([O:17][CH3:18])[C:14]([NH:19][C:20]2[N:25]=[C:24]([C:26]3[CH:27]=[N:28][N:29]4[CH:34]=[CH:33][CH:32]=[CH:31][C:30]=34)[CH:23]=[CH:22][N:21]=2)=[CH:13][C:12]=1[NH:35][C:1](=[O:4])[CH:2]=[CH2:3]. The yield is 0.630.